Dataset: NCI-60 drug combinations with 297,098 pairs across 59 cell lines. Task: Regression. Given two drug SMILES strings and cell line genomic features, predict the synergy score measuring deviation from expected non-interaction effect. (1) Drug 1: CC1=C(C(CCC1)(C)C)C=CC(=CC=CC(=CC(=O)O)C)C. Drug 2: CC1C(C(CC(O1)OC2CC(CC3=C2C(=C4C(=C3O)C(=O)C5=C(C4=O)C(=CC=C5)OC)O)(C(=O)CO)O)N)O.Cl. Cell line: MDA-MB-231. Synergy scores: CSS=31.3, Synergy_ZIP=-5.02, Synergy_Bliss=-1.72, Synergy_Loewe=-15.4, Synergy_HSA=0.676. (2) Drug 1: CC12CCC3C(C1CCC2=O)CC(=C)C4=CC(=O)C=CC34C. Drug 2: C#CCC(CC1=CN=C2C(=N1)C(=NC(=N2)N)N)C3=CC=C(C=C3)C(=O)NC(CCC(=O)O)C(=O)O. Cell line: OVCAR-8. Synergy scores: CSS=58.5, Synergy_ZIP=-0.476, Synergy_Bliss=-6.64, Synergy_Loewe=-5.65, Synergy_HSA=-6.53. (3) Drug 1: CC(C)(C#N)C1=CC(=CC(=C1)CN2C=NC=N2)C(C)(C)C#N. Drug 2: CC1=C(C(=O)C2=C(C1=O)N3CC4C(C3(C2COC(=O)N)OC)N4)N. Cell line: OVCAR3. Synergy scores: CSS=21.3, Synergy_ZIP=-5.39, Synergy_Bliss=-4.28, Synergy_Loewe=-7.25, Synergy_HSA=-4.37. (4) Drug 1: CC(C1=C(C=CC(=C1Cl)F)Cl)OC2=C(N=CC(=C2)C3=CN(N=C3)C4CCNCC4)N. Drug 2: C1=C(C(=O)NC(=O)N1)F. Cell line: SW-620. Synergy scores: CSS=45.3, Synergy_ZIP=-1.77, Synergy_Bliss=-2.09, Synergy_Loewe=-0.332, Synergy_HSA=0.0105. (5) Drug 1: CC(C)CN1C=NC2=C1C3=CC=CC=C3N=C2N. Drug 2: CC1C(C(CC(O1)OC2CC(CC3=C2C(=C4C(=C3O)C(=O)C5=CC=CC=C5C4=O)O)(C(=O)C)O)N)O. Cell line: NCI-H226. Synergy scores: CSS=50.9, Synergy_ZIP=1.94, Synergy_Bliss=-0.0136, Synergy_Loewe=-28.0, Synergy_HSA=-0.243. (6) Drug 1: CCC(=C(C1=CC=CC=C1)C2=CC=C(C=C2)OCCN(C)C)C3=CC=CC=C3.C(C(=O)O)C(CC(=O)O)(C(=O)O)O. Drug 2: CNC(=O)C1=NC=CC(=C1)OC2=CC=C(C=C2)NC(=O)NC3=CC(=C(C=C3)Cl)C(F)(F)F. Cell line: UACC-257. Synergy scores: CSS=3.40, Synergy_ZIP=-0.661, Synergy_Bliss=1.44, Synergy_Loewe=2.79, Synergy_HSA=0.388. (7) Drug 1: CC12CCC3C(C1CCC2=O)CC(=C)C4=CC(=O)C=CC34C. Drug 2: CC1=C(C(=O)C2=C(C1=O)N3CC4C(C3(C2COC(=O)N)OC)N4)N. Cell line: SF-268. Synergy scores: CSS=59.1, Synergy_ZIP=13.9, Synergy_Bliss=15.5, Synergy_Loewe=6.85, Synergy_HSA=15.0. (8) Drug 1: COC1=CC(=CC(=C1O)OC)C2C3C(COC3=O)C(C4=CC5=C(C=C24)OCO5)OC6C(C(C7C(O6)COC(O7)C8=CC=CS8)O)O. Drug 2: CCC1(C2=C(COC1=O)C(=O)N3CC4=CC5=C(C=CC(=C5CN(C)C)O)N=C4C3=C2)O.Cl. Cell line: HT29. Synergy scores: CSS=43.9, Synergy_ZIP=0.271, Synergy_Bliss=3.90, Synergy_Loewe=5.22, Synergy_HSA=6.17. (9) Drug 1: CC1=C(C=C(C=C1)NC2=NC=CC(=N2)N(C)C3=CC4=NN(C(=C4C=C3)C)C)S(=O)(=O)N.Cl. Drug 2: CCC1=C2CN3C(=CC4=C(C3=O)COC(=O)C4(CC)O)C2=NC5=C1C=C(C=C5)O. Cell line: CAKI-1. Synergy scores: CSS=52.9, Synergy_ZIP=0.522, Synergy_Bliss=-7.28, Synergy_Loewe=-4.74, Synergy_HSA=-3.76. (10) Drug 1: C1CCC(C1)C(CC#N)N2C=C(C=N2)C3=C4C=CNC4=NC=N3. Drug 2: CN(CC1=CN=C2C(=N1)C(=NC(=N2)N)N)C3=CC=C(C=C3)C(=O)NC(CCC(=O)O)C(=O)O. Cell line: RXF 393. Synergy scores: CSS=4.96, Synergy_ZIP=-3.43, Synergy_Bliss=-3.33, Synergy_Loewe=-7.85, Synergy_HSA=-3.02.